This data is from Reaction yield outcomes from USPTO patents with 853,638 reactions. The task is: Predict the reaction yield, written as a fraction of the theoretical maximum amount of product (1.0 means a 100% yield; for example, 0.34 means a 34% yield). The reactants are [CH3:1][O:2][CH2:3][CH2:4][CH2:5][O:6][C:7]1[CH:12]=[CH:11][N:10]=[C:9]([CH2:13][S:14][C:15]2[NH:19][C:18]3[CH:20]=[CH:21][CH:22]=[CH:23][C:17]=3[N:16]=2)[C:8]=1[CH3:24].[OH-:25].[Na+].O. The yield is 0.317. The product is [CH3:1][O:2][CH2:3][CH2:4][CH2:5][O:6][C:7]1[CH:12]=[CH:11][N:10]=[C:9]([CH2:13][S:14]([C:15]2[NH:16][C:17]3[CH:23]=[CH:22][CH:21]=[CH:20][C:18]=3[N:19]=2)=[O:25])[C:8]=1[CH3:24]. The catalyst is ClCCl.